From a dataset of Full USPTO retrosynthesis dataset with 1.9M reactions from patents (1976-2016). Predict the reactants needed to synthesize the given product. (1) Given the product [O:45]=[C:36]1[C:37]2[C:42](=[CH:41][CH:40]=[CH:39][CH:38]=2)[C:43](=[O:44])[N:35]1[C:33]1[N:34]=[C:29]([CH2:28][N:11]([CH:9]2[C:10]3[N:1]=[CH:2][CH:3]=[CH:4][C:5]=3[CH2:6][CH2:7][CH2:8]2)[CH2:12][CH2:13][CH2:14][CH2:15][N:16]2[C:24](=[O:25])[C:23]3[C:18](=[CH:19][CH:20]=[CH:21][CH:22]=3)[C:17]2=[O:26])[CH:30]=[CH:31][CH:32]=1, predict the reactants needed to synthesize it. The reactants are: [N:1]1[C:10]2[CH:9]([NH:11][CH2:12][CH2:13][CH2:14][CH2:15][N:16]3[C:24](=[O:25])[C:23]4[C:18](=[CH:19][CH:20]=[CH:21][CH:22]=4)[C:17]3=[O:26])[CH2:8][CH2:7][CH2:6][C:5]=2[CH:4]=[CH:3][CH:2]=1.Br[CH2:28][C:29]1[N:34]=[C:33]([N:35]2[C:43](=[O:44])[C:42]3[C:37](=[CH:38][CH:39]=[CH:40][CH:41]=3)[C:36]2=[O:45])[CH:32]=[CH:31][CH:30]=1.CCN(C(C)C)C(C)C. (2) Given the product [Br:5][C:6]1[C:7]([OH:15])=[C:8]([C:11]([CH3:14])=[C:12]([N+:1]([O-:4])=[O:2])[CH:13]=1)[CH:9]=[O:10], predict the reactants needed to synthesize it. The reactants are: [N+:1]([O-:4])(O)=[O:2].[Br:5][C:6]1[C:7]([OH:15])=[C:8]([C:11]([CH3:14])=[CH:12][CH:13]=1)[CH:9]=[O:10].O. (3) Given the product [Br:21][C:20]([Br:24])=[CH:25][C:27]1[N:28]=[C:29]([CH:32]2[CH2:33][CH2:34][N:35]([C:38]([O:40][C:41]([CH3:44])([CH3:43])[CH3:42])=[O:39])[CH2:36][CH2:37]2)[S:30][CH:31]=1, predict the reactants needed to synthesize it. The reactants are: C1(P(C2C=CC=CC=2)C2C=CC=CC=2)C=CC=CC=1.[C:20]([Br:24])(Br)(Br)[Br:21].[CH:25]([C:27]1[N:28]=[C:29]([CH:32]2[CH2:37][CH2:36][N:35]([C:38]([O:40][C:41]([CH3:44])([CH3:43])[CH3:42])=[O:39])[CH2:34][CH2:33]2)[S:30][CH:31]=1)=O.C(=O)([O-])O.[Na+]. (4) Given the product [OH:78][CH2:77][CH2:76][N:70]1[CH2:75][CH2:74][N:73]([C:20]([C:18]2[CH:19]=[C:12]3[CH2:11][N:10]([C:8]([O:7][CH2:6][C:5]4[CH:4]=[C:3]([C:2]([F:30])([F:1])[F:31])[CH:25]=[C:24]([C:26]([F:29])([F:28])[F:27])[CH:23]=4)=[O:9])[CH2:16][CH2:15][CH2:14][N:13]3[N:17]=2)=[O:21])[CH2:72][CH2:71]1, predict the reactants needed to synthesize it. The reactants are: [F:1][C:2]([F:31])([F:30])[C:3]1[CH:4]=[C:5]([CH:23]=[C:24]([C:26]([F:29])([F:28])[F:27])[CH:25]=1)[CH2:6][O:7][C:8]([N:10]1[CH2:16][CH2:15][CH2:14][N:13]2[N:17]=[C:18]([C:20](O)=[O:21])[CH:19]=[C:12]2[CH2:11]1)=[O:9].CN(C)C=O.F[P-](F)(F)(F)(F)F.C[N+](C)=C(N(C)C)ON1C2N=CC=CC=2N=N1.C(N(CC)C(C)C)(C)C.[N:70]1([CH2:76][CH2:77][OH:78])[CH2:75][CH2:74][NH:73][CH2:72][CH2:71]1. (5) Given the product [CH3:16][O:15][C:9]1[C:10]([N+:12]([O-:14])=[O:13])=[CH:11][C:5]2[O:4][C:3]([CH3:18])([CH3:17])[C@H:2]([OH:1])[C@@H:7]([NH:33][CH2:32][CH2:31][C:25]3[CH:30]=[CH:29][CH:28]=[CH:27][CH:26]=3)[C:6]=2[CH:8]=1, predict the reactants needed to synthesize it. The reactants are: [O:1]1[C@H:7]2[C@@H:2]1[C:3]([CH3:18])([CH3:17])[O:4][C:5]1[CH:11]=[C:10]([N+:12]([O-:14])=[O:13])[C:9]([O:15][CH3:16])=[CH:8][C:6]=12.Cl([O-])(=O)(=O)=O.[Li+].[C:25]1([CH2:31][CH2:32][NH2:33])[CH:30]=[CH:29][CH:28]=[CH:27][CH:26]=1.[Cl-].[NH4+].